Dataset: Peptide-MHC class II binding affinity with 134,281 pairs from IEDB. Task: Regression. Given a peptide amino acid sequence and an MHC pseudo amino acid sequence, predict their binding affinity value. This is MHC class II binding data. The binding affinity (normalized) is 0.149. The peptide sequence is LYNTVATLYCVHQRI. The MHC is DRB1_0101 with pseudo-sequence DRB1_0101.